Dataset: Reaction yield outcomes from USPTO patents with 853,638 reactions. Task: Predict the reaction yield, written as a fraction of the theoretical maximum amount of product (1.0 means a 100% yield; for example, 0.34 means a 34% yield). (1) The reactants are [CH2:1]([NH:4][C:5](=[O:18])[C:6]([C:16]#[N:17])=[N:7][NH:8][C:9]1[CH:14]=[CH:13][CH:12]=[CH:11][C:10]=1[Br:15])[CH2:2][CH3:3].[Cl-].[Al+3].[Cl-].[Cl-].O1CCCC1.CO. The catalyst is C1(C)C=CC=CC=1.C(Cl)(Cl)Cl. The product is [NH2:17][C:16]1[C:14]2[C:9](=[C:10]([Br:15])[CH:11]=[CH:12][CH:13]=2)[N:8]=[N:7][C:6]=1[C:5]([NH:4][CH2:1][CH2:2][CH3:3])=[O:18]. The yield is 0.840. (2) The reactants are [CH3:1][O:2][C:3](=[O:38])[C:4]([O:7][C:8]1[CH:13]=[CH:12][C:11]([CH2:14][CH2:15][CH2:16][CH:17]2[CH2:21][N:20]([CH2:22][C:23]3[CH:28]=[CH:27][C:26]([C:29]([CH3:32])([CH3:31])[CH3:30])=[CH:25][CH:24]=3)[C:19](=[O:33])[N:18]2[CH3:34])=[CH:10][C:9]=1[CH2:35][CH:36]=[CH2:37])([CH3:6])[CH3:5]. The product is [CH3:1][O:2][C:3](=[O:38])[C:4]([O:7][C:8]1[CH:13]=[CH:12][C:11]([CH2:14][CH2:15][CH2:16][CH:17]2[CH2:21][N:20]([CH2:22][C:23]3[CH:24]=[CH:25][C:26]([C:29]([CH3:30])([CH3:31])[CH3:32])=[CH:27][CH:28]=3)[C:19](=[O:33])[N:18]2[CH3:34])=[CH:10][C:9]=1[CH2:35][CH2:36][CH3:37])([CH3:5])[CH3:6]. The yield is 0.880. The catalyst is C(O)C. (3) The reactants are C([O:8][C:9](=[O:35])[C@@H:10]([NH:21][C:22](=[O:34])[C@@H:23]([NH:25][C:26]([C:28]1[CH:32]=[C:31]([CH3:33])[O:30][N:29]=1)=[O:27])[CH3:24])[CH2:11][C:12]1[C:20]2[C:15](=[CH:16][CH:17]=[CH:18][CH:19]=2)[NH:14][CH:13]=1)C1C=CC=CC=1. The catalyst is CO.[OH-].[OH-].[Pd+2]. The product is [NH:14]1[C:15]2[C:20](=[CH:19][CH:18]=[CH:17][CH:16]=2)[C:12]([CH2:11][C@H:10]([NH:21][C:22](=[O:34])[C@@H:23]([NH:25][C:26]([C:28]2[CH:32]=[C:31]([CH3:33])[O:30][N:29]=2)=[O:27])[CH3:24])[C:9]([OH:35])=[O:8])=[CH:13]1. The yield is 0.870. (4) The reactants are C(N(C(C)C)C(C)C)C.[NH2:10][CH2:11][C:12]1[CH:17]=[CH:16][CH:15]=[CH:14][N:13]=1.Cl[C:19]1[N:24]=[C:23]([C:25]([F:28])([F:27])[F:26])[C:22]([C:29](Cl)=[O:30])=[CH:21][N:20]=1.[Cl:32][C:33]1[CH:34]=[C:35]([C:40]2[C:44]([C:45]([F:48])([F:47])[F:46])=[N:43][NH:42][C:41]=2[NH2:49])[CH:36]=[C:37]([Cl:39])[CH:38]=1.C(=O)([O-])[O-].[K+].[K+]. The catalyst is C1COCC1.ClCCl.CN(C=O)C.O. The product is [N:13]1[CH:14]=[CH:15][CH:16]=[CH:17][C:12]=1[CH2:11][NH:10][C:29]([C:22]1[C:23]([C:25]([F:28])([F:27])[F:26])=[N:24][C:19]([N:42]2[C:41]([NH2:49])=[C:40]([C:35]3[CH:36]=[C:37]([Cl:39])[CH:38]=[C:33]([Cl:32])[CH:34]=3)[C:44]([C:45]([F:46])([F:47])[F:48])=[N:43]2)=[N:20][CH:21]=1)=[O:30]. The yield is 0.530.